Dataset: Full USPTO retrosynthesis dataset with 1.9M reactions from patents (1976-2016). Task: Predict the reactants needed to synthesize the given product. (1) Given the product [C:37]1([C@@H:28]2[NH:29][C:30]3[CH:36]=[CH:35][CH:34]=[CH:33][C:31]=3[C@H:32]3[C@@H:27]2[CH2:26][CH2:25][CH2:24][N:23]3[C:21]([C@H:16]2[CH2:17][CH2:18][CH2:19][CH2:20][C@H:15]2[NH:14][C:13](=[O:43])[C:47]2[CH:52]=[CH:51][CH:50]=[CH:49][CH:48]=2)=[O:22])[CH:38]=[CH:39][CH:40]=[CH:41][CH:42]=1, predict the reactants needed to synthesize it. The reactants are: C(O)(C(F)(F)F)=O.C(O[C:13](=[O:43])[NH:14][C@@H:15]1[CH2:20][CH2:19][CH2:18][CH2:17][C@@H:16]1[C:21]([N:23]1[C@@H:32]2[C@@H:27]([C@H:28]([C:37]3[CH:42]=[CH:41][CH:40]=[CH:39][CH:38]=3)[NH:29][C:30]3[CH:36]=[CH:35][CH:34]=[CH:33][C:31]=32)[CH2:26][CH2:25][CH2:24]1)=[O:22])(C)(C)C.[OH-].[Na+].C(Cl)(=O)[C:47]1[CH:52]=[CH:51][CH:50]=[CH:49][CH:48]=1. (2) Given the product [F:1][C:2]1[CH:7]=[C:6]([F:8])[CH:5]=[CH:4][C:3]=1[C:9]1[N:10]=[C:11]2[CH2:16][CH2:15][CH2:14][CH2:13][N:12]2[C:17]=1[C:25]1[CH:26]=[CH:27][C:28]2[N:29]([C:31]([CH:34]([CH3:36])[CH3:35])=[N:32][N:33]=2)[N:30]=1, predict the reactants needed to synthesize it. The reactants are: [F:1][C:2]1[CH:7]=[C:6]([F:8])[CH:5]=[CH:4][C:3]=1[C:9]1[N:10]=[C:11]2[CH2:16][CH2:15][CH2:14][CH2:13][N:12]2[C:17]=1I.C([Mg]Cl)(C)C.I[C:25]1[CH:26]=[CH:27][C:28]2[N:29]([C:31]([CH:34]([CH3:36])[CH3:35])=[N:32][N:33]=2)[N:30]=1.CN(C=O)C.